This data is from Catalyst prediction with 721,799 reactions and 888 catalyst types from USPTO. The task is: Predict which catalyst facilitates the given reaction. (1) The catalyst class is: 5. Product: [CH2:28]([N:3]([CH2:1][CH3:2])[C:4]1[CH:5]=[CH:6][C:7]([NH:10][C:11]([C:13]2([NH:23][C:24](=[O:27])[CH2:25][NH:26][CH:31]([CH3:33])[CH3:30])[CH2:22][CH2:21][C:20]3[C:15](=[CH:16][CH:17]=[CH:18][CH:19]=3)[CH2:14]2)=[O:12])=[CH:8][CH:9]=1)[CH3:29]. Reactant: [CH2:1]([N:3]([CH2:28][CH3:29])[C:4]1[CH:9]=[CH:8][C:7]([NH:10][C:11]([C:13]2([NH:23][C:24](=[O:27])[CH2:25][NH2:26])[CH2:22][CH2:21][C:20]3[C:15](=[CH:16][CH:17]=[CH:18][CH:19]=3)[CH2:14]2)=[O:12])=[CH:6][CH:5]=1)[CH3:2].[CH3:30][C:31]([CH3:33])=O.[BH3-]C#N.[Na+].C(OCC)(=O)C. (2) Reactant: [CH2:1]([O:8][C:9]1[N:14]=[C:13]([NH:15][C:16]2[CH:21]=[CH:20][C:19]([Br:22])=[CH:18][CH:17]=2)[C:12]([NH2:23])=[CH:11][CH:10]=1)[C:2]1[CH:7]=[CH:6][CH:5]=[CH:4][CH:3]=1.[N:24]#[C:25]Br.C(O)(C(F)(F)F)=O.C([O-])([O-])=O.[Na+].[Na+]. Product: [CH2:1]([O:8][C:9]1[N:14]=[C:13]2[N:15]([C:16]3[CH:21]=[CH:20][C:19]([Br:22])=[CH:18][CH:17]=3)[C:25]([NH2:24])=[N:23][C:12]2=[CH:11][CH:10]=1)[C:2]1[CH:7]=[CH:6][CH:5]=[CH:4][CH:3]=1. The catalyst class is: 6. (3) Reactant: C(OC(=O)[NH:7][C@H:8]([C:12]([N:14]1[CH2:23][CH2:22][C:21]2[C:16](=[CH:17][CH:18]=[CH:19][CH:20]=2)[C@H:15]1[C:24](=[O:34])[NH:25][C:26]1[C:31]([F:32])=[CH:30][CH:29]=[CH:28][C:27]=1[Cl:33])=[O:13])[CH:9]([CH3:11])[CH3:10])(C)(C)C.[C:36]([OH:42])([C:38]([F:41])([F:40])[F:39])=[O:37]. Product: [F:39][C:38]([F:41])([F:40])[C:36]([OH:42])=[O:37].[Cl:33][C:27]1[CH:28]=[CH:29][CH:30]=[C:31]([F:32])[C:26]=1[NH:25][C:24]([C@@H:15]1[C:16]2[C:21](=[CH:20][CH:19]=[CH:18][CH:17]=2)[CH2:22][CH2:23][N:14]1[C:12](=[O:13])[C@@H:8]([NH2:7])[CH:9]([CH3:11])[CH3:10])=[O:34]. The catalyst class is: 2. (4) Reactant: Cl[C:2]1[N:7]=[CH:6][C:5]([C:8]2[CH:17]=[CH:16][C:15]3[C:10](=[CH:11][CH:12]=[CH:13][CH:14]=3)[CH:9]=2)=[CH:4][N:3]=1.[NH2:18][CH2:19][CH:20]1[CH2:25][CH2:24][NH:23][CH2:22][CH2:21]1. Product: [CH:9]1[C:10]2[C:15](=[CH:14][CH:13]=[CH:12][CH:11]=2)[CH:16]=[CH:17][C:8]=1[C:5]1[CH:4]=[N:3][C:2]([N:23]2[CH2:24][CH2:25][CH:20]([CH2:19][NH2:18])[CH2:21][CH2:22]2)=[N:7][CH:6]=1. The catalyst class is: 58. (5) Product: [CH3:39][O:35][C:33](=[O:34])[CH2:32][N:21]1[C:16]2[CH:17]=[CH:18][CH:19]=[CH:20][C:15]=2[NH:14][CH2:13][C@H:9]([NH:8][C:6]([O:5][C:1]([CH3:2])([CH3:3])[CH3:4])=[O:7])[C:10]1=[O:12]. Reactant: [C:1]([O:5][C:6]([NH:8][C@@H:9]([CH2:13][NH:14][C:15]1[CH:20]=[CH:19][CH:18]=[CH:17][C:16]=1[N+:21]([O-])=O)[C:10]([OH:12])=O)=[O:7])([CH3:4])([CH3:3])[CH3:2].C(OC(N[C@@H:32](CN)[C:33]([OH:35])=[O:34])=O)(C)(C)C.F[C:39]1C=CC=CC=1[N+]([O-])=O.C([O-])(O)=O.[Na+]. The catalyst class is: 136. (6) Reactant: [I:1][C:2]1[CH:7]=[CH:6][C:5]([C:8]2[C:12]3[CH2:13][N:14]([C:17](=[O:19])[CH3:18])[CH2:15][CH2:16][C:11]=3[N:10]([CH2:20][CH:21]3[CH2:23][O:22]3)[N:9]=2)=[CH:4][CH:3]=1.[OH:24][C:25]1[CH:30]=[CH:29][CH:28]=[CH:27][C:26]=1[N:31]1[CH2:36][CH2:35][NH:34][CH2:33][CH2:32]1.C(S([O-])(=O)=O)(F)(F)F.C(S([O-])(=O)=O)(F)(F)F.C(S([O-])(=O)=O)(F)(F)F.[Yb+3].O. Product: [OH:22][CH:21]([CH2:23][N:34]1[CH2:33][CH2:32][N:31]([C:26]2[CH:27]=[CH:28][CH:29]=[CH:30][C:25]=2[OH:24])[CH2:36][CH2:35]1)[CH2:20][N:10]1[C:11]2[CH2:16][CH2:15][N:14]([C:17](=[O:19])[CH3:18])[CH2:13][C:12]=2[C:8]([C:5]2[CH:6]=[CH:7][C:2]([I:1])=[CH:3][CH:4]=2)=[N:9]1. The catalyst class is: 2. (7) Reactant: [Cl:1][C:2]1[C:3]2[CH:11]=[CH:10][NH:9][C:4]=2[N:5]=[C:6]([NH2:8])[N:7]=1.[CH2:12](O)[C:13]#[CH:14].CC(O)=O.[BH3-]C#N.[Na+]. Product: [Cl:1][C:2]1[C:3]2[CH:11]=[CH:10][NH:9][C:4]=2[N:5]=[C:6]([NH:8][CH2:14][C:13]#[CH:12])[N:7]=1. The catalyst class is: 5. (8) Reactant: [S:1]1[CH:5]=[CH:4][CH:3]=[C:2]1[C:6]([OH:8])=O.C1C=CC2N(O)N=NC=2C=1.CCN=C=NCCCN(C)C.CCN(CC)CC.[CH3:37][O:38][C:39]1[CH:48]=[C:47]([O:49][CH3:50])[CH:46]=[C:45]2[C:40]=1[C:41](=[O:63])[NH:42][C:43]([C:51]1[CH:56]=[CH:55][C:54]([N:57]3[CH2:62][CH2:61][NH:60][CH2:59][CH2:58]3)=[CH:53][CH:52]=1)=[N:44]2. Product: [CH3:37][O:38][C:39]1[CH:48]=[C:47]([O:49][CH3:50])[CH:46]=[C:45]2[C:40]=1[C:41](=[O:63])[NH:42][C:43]([C:51]1[CH:56]=[CH:55][C:54]([N:57]3[CH2:58][CH2:59][N:60]([C:6]([C:2]4[S:1][CH:5]=[CH:4][CH:3]=4)=[O:8])[CH2:61][CH2:62]3)=[CH:53][CH:52]=1)=[N:44]2. The catalyst class is: 1. (9) Reactant: Br[CH2:2][C:3]([NH:5][C:6]1[CH:11]=[C:10]([Cl:12])[N:9]=[C:8]([C:13]2[CH:18]=[CH:17][CH:16]=[CH:15][CH:14]=2)[N:7]=1)=[O:4].[F:19][C:20]([F:37])([F:36])[C:21]1[CH:26]=[CH:25][C:24]([N:27]2[CH2:32][CH2:31][NH:30][CH2:29][CH2:28]2)=[C:23]([N+:33]([O-:35])=[O:34])[CH:22]=1. Product: [Cl:12][C:10]1[N:9]=[C:8]([C:13]2[CH:18]=[CH:17][CH:16]=[CH:15][CH:14]=2)[N:7]=[C:6]([NH:5][C:3](=[O:4])[CH2:2][N:30]2[CH2:31][CH2:32][N:27]([C:24]3[CH:25]=[CH:26][C:21]([C:20]([F:37])([F:19])[F:36])=[CH:22][C:23]=3[N+:33]([O-:35])=[O:34])[CH2:28][CH2:29]2)[CH:11]=1. The catalyst class is: 10. (10) Reactant: [C:1]12[C:8]3=[CH:9][CH:10]=[CH:11][CH:12]=[C:7]3[C:6](=[O:13])[O:5][C:3](=[O:4])[C:2]1=[CH:14][CH:15]=[CH:16][CH:17]=2.[CH2:18]([OH:21])[CH:19]=[CH2:20]. The catalyst class is: 142. Product: [CH2:18]([O:21][C:6]([C:7]1[C:8]([C:1]2[C:2]([C:3]([OH:5])=[O:4])=[CH:14][CH:15]=[CH:16][CH:17]=2)=[CH:9][CH:10]=[CH:11][CH:12]=1)=[O:13])[CH:19]=[CH2:20].